Dataset: Full USPTO retrosynthesis dataset with 1.9M reactions from patents (1976-2016). Task: Predict the reactants needed to synthesize the given product. (1) Given the product [CH2:1]([N:8]1[CH:16]=[C:15]2[C:10]([CH:11]=[C:12]([C:17]3[CH:18]=[C:19]([Br:27])[N:20]4[C:25]=3[C:24]([NH2:26])=[N:23][CH:22]=[N:21]4)[CH:13]=[CH:14]2)=[N:9]1)[C:2]1[CH:7]=[CH:6][CH:5]=[CH:4][CH:3]=1, predict the reactants needed to synthesize it. The reactants are: [CH2:1]([N:8]1[CH:16]=[C:15]2[C:10]([CH:11]=[C:12]([C:17]3[CH:18]=[CH:19][N:20]4[C:25]=3[C:24]([NH2:26])=[N:23][CH:22]=[N:21]4)[CH:13]=[CH:14]2)=[N:9]1)[C:2]1[CH:7]=[CH:6][CH:5]=[CH:4][CH:3]=1.[Br:27]N1C(C)(C)C(=O)N(Br)C1=O.[O-]S([O-])=O.[Na+].[Na+]. (2) Given the product [F:31][C:4]1[CH:3]=[C:2]([B:40]2[O:41][C:42]([CH3:44])([CH3:43])[C:38]([CH3:54])([CH3:37])[O:39]2)[CH:7]=[CH:6][C:5]=1[CH2:8][C:9]([NH:11][C:12]1[CH:17]=[CH:16][C:15]([CH2:18][C:19]([CH3:26])([CH3:25])[C:20]([O:22][CH2:23][CH3:24])=[O:21])=[C:14]([C:27]([F:30])([F:29])[F:28])[CH:13]=1)=[O:10], predict the reactants needed to synthesize it. The reactants are: Br[C:2]1[CH:7]=[CH:6][C:5]([CH2:8][C:9]([NH:11][C:12]2[CH:17]=[CH:16][C:15]([CH2:18][C:19]([CH3:26])([CH3:25])[C:20]([O:22][CH2:23][CH3:24])=[O:21])=[C:14]([C:27]([F:30])([F:29])[F:28])[CH:13]=2)=[O:10])=[C:4]([F:31])[CH:3]=1.C([O-])(=O)C.[K+].[CH3:37][C:38]1([CH3:54])[C:42]([CH3:44])([CH3:43])[O:41][B:40]([B:40]2[O:41][C:42]([CH3:44])([CH3:43])[C:38]([CH3:54])([CH3:37])[O:39]2)[O:39]1. (3) Given the product [NH2:22][C:5]1[CH:6]=[CH:7][C:8]([CH:10]([C:13]([C:15]2[CH:20]=[CH:19][CH:18]=[CH:17][C:16]=2[F:21])=[O:14])[C:11]#[N:12])=[N:9][C:4]=1[S:3][CH2:1][CH3:2], predict the reactants needed to synthesize it. The reactants are: [CH2:1]([S:3][C:4]1[N:9]=[C:8]([CH:10]([C:13]([C:15]2[CH:20]=[CH:19][CH:18]=[CH:17][C:16]=2[F:21])=[O:14])[C:11]#[N:12])[CH:7]=[CH:6][C:5]=1[N+:22]([O-])=O)[CH3:2].O.O.Cl[Sn]Cl.[OH-].[Na+]. (4) The reactants are: C(N([CH:7]([CH3:9])[CH3:8])CC)(C)C.Cl.C1(C[N:18]([C:22]2[NH:23][C:24]3[C:25]([N:41]=2)=[N:26][CH:27]=[C:28]([C:30]2[CH:31]=[CH:32][C:33]4[O:39][CH2:38][CH2:37][NH:36][CH2:35][C:34]=4[CH:40]=2)[CH:29]=3)[C:19](=[O:21])[OH:20])C=CC=CC=1.Cl[C:43]1[C:52]2[C:47](=[CH:48][CH:49]=[C:50]([CH3:53])[CH:51]=2)[N:46]=[CH:45][N:44]=1.O. Given the product [C:7]1([CH2:8][O:20][C:19](=[O:21])[NH:18][C:22]2[NH:41][C:25]3=[N:26][CH:27]=[C:28]([C:30]4[CH:31]=[CH:32][C:33]5[O:39][CH2:38][CH2:37][N:36]([C:43]6[C:52]7[C:47](=[CH:48][CH:49]=[C:50]([CH3:53])[CH:51]=7)[N:46]=[CH:45][N:44]=6)[CH2:35][C:34]=5[CH:40]=4)[CH:29]=[C:24]3[N:23]=2)[CH:9]=[CH:28][CH:29]=[CH:24][CH:25]=1, predict the reactants needed to synthesize it. (5) The reactants are: [F:1][C:2]1[CH:27]=[CH:26][CH:25]=[C:24]([F:28])[C:3]=1[C:4]([NH:6][C:7]1[S:8][C:9]([C:14]2[CH:19]=[CH:18][CH:17]=[C:16]([C:20]([F:23])([F:22])[F:21])[CH:15]=2)=[C:10]([CH:12]=[O:13])[N:11]=1)=[O:5].S([CH2:39][N+:40]#[C-:41])(C1C=CC(C)=CC=1)(=O)=O.C(=O)([O-])[O-].[K+].[K+]. Given the product [F:28][C:24]1[CH:25]=[CH:26][CH:27]=[C:2]([F:1])[C:3]=1[C:4]([NH:6][C:7]1[S:8][C:9]([C:14]2[CH:19]=[CH:18][CH:17]=[C:16]([C:20]([F:21])([F:22])[F:23])[CH:15]=2)=[C:10]([C:12]2[O:13][CH:41]=[N:40][CH:39]=2)[N:11]=1)=[O:5], predict the reactants needed to synthesize it.